Dataset: HIV replication inhibition screening data with 41,000+ compounds from the AIDS Antiviral Screen. Task: Binary Classification. Given a drug SMILES string, predict its activity (active/inactive) in a high-throughput screening assay against a specified biological target. (1) The drug is Cc1c(C(=O)O)cc(C(=O)O)c(Cc2c(C(=O)O)cc(C(=O)O)c(C)c2O)c1O.N. The result is 0 (inactive). (2) The result is 0 (inactive). The compound is COc1cc2c(cc1OC)C(Cl)C(c1ccc(Cl)c(Cl)c1)=C2Cl. (3) The compound is CC(=O)CC(c1ccccc1)c1c(O)c2ccccc2oc1=O. The result is 0 (inactive). (4) The compound is Cl.Cn1c(=N)n[n+]([O-])c2ccccc21. The result is 0 (inactive). (5) The molecule is COC(=O)C1CC(=O)CCC1c1ccccc1. The result is 0 (inactive). (6) The compound is CC1=NN(c2nc(N)nc(CC(=N)NO)n2)C(C)(C)C1. The result is 0 (inactive).